From a dataset of B-cell epitopes from IEDB database with 3,159 antigens for binding position prediction. Token-level Classification. Given an antigen amino acid sequence, predict which amino acid positions are active epitope sites capable of antibody binding. Output is a list of indices for active positions. (1) The epitope positions are: [174, 175, 176, 177, 178, 179, 180, 181, 182, 183, 184, 185, 186, 187, 188]. The amino acids at these positions are: ALQREAAERSEDEIK. Given the antigen sequence: MGKIIKSLSRFGKKVGNALTSNTAKKIYSTIGKAAERFAESEIGAATIDGLVQGSVHSIITGESYGESVKQAVLLNVLGTGEELPDPLSPGERGMQTKIKELEDEQRNELVRLKYNKEITEKFGKELGEVYDFMNGEAKEVEAVEEQYTMLCKAVDSYEKILKEEDSKMAILARALQREAAERSEDEIKMVKEYRQKIDALKSAIEIERDGMQEEAIQEIAGMTADVLEAASEEVPLIGAGMATAVATGRAIEGAYKLKKVINALSGIDLSHMRSPKIEPTIIATTLEHRFKDIPDEQLAISVLNKKTAVADNCNEIAHIKQEILPKFKQIMNEEKEIEGIEDKVIHPRVMMRFKIPRTQQPQIHIYAAPWDSDDVFFFHCVSYHHRNESFFLGFDLGIDVVHFEDLTSHWHALGMAQEASGRTLTEAYREFLNLSISSTFSSAIHARRMIRSRAVHPIFLGSMHYDITYEALKNNAQRIVYDDELQMHILRGPLHFQRR..., which amino acid positions are active epitope sites? (2) Given the antigen sequence: QEFMILPVGAANFREAMRIGAEVYHNLKNVIKEKYGKDATNVGDEGGFAPNILENKEGLELLKTAIGKAGYTDKVVIGMDVAASEFFRSGKYDLDFKSPDDPSRYISPDQLADLYKSFIKDYPVVSIEDPFDQDDWGAWQKFTASAGIQVVGDDLTVTNPKRIAKAVNEKSCNCLLLKVNQIGSVTESLQACKLAQANGWGVMVSHRSGETEDTFIADLVVGLCTGQIKTGAPCRSERLAKYNQLLRIEEELGSKAKFAGRNFRNPLAK, which amino acid positions are active epitope sites? The epitope positions are: [3, 4, 5, 6, 7, 8, 9, 10, 11, 12, 13, 14, 15, 16, 17]. The amino acids at these positions are: MILPVGAANFREAMR. (3) Given the antigen sequence: MELITNELLYKTYKQKPVGVEEPVYDQAGDPLFGERGAVHPQSTLKLPHKRGERDVPTNLASLPKRGDCRSGNSRGPVSGIYLKPGPLFYQDYKGPVYHRAPLELFEEGSMCETTKRIGRVTGSDGKLYHIYVCIDGCIIIKSATRSYQRVFRWVHNRLDCPLWVTTCSDTKEEGATKKKTQKPDRLERGKMKIVPKESEKDSKTKPPDATIVVEGVKYQVRKKGKTKSKNTQDGLYHNKNKPQESRKKLEKALLAWAIIAIVLFQVTMGENITQWNLQDNGTEGIQRAMFQRGVNRSLHGIWPEKICTGVPSHLATDIELKTIHGMMDASEKTNYTCCRLQRHEWNKHGWCNWYNIEPWILVMNRTQANLTEGQPPRECAVTCRYDRASDLNVVTQARDSPTPLTGCKKGKNFSFAGILMRGPCNFEIAASDVLFKEHERISMFQDTTLYLVDGLTNSLEGARQGTAKLTTWLGKQLGILGKKLENKSKTWFGAYAASP..., which amino acid positions are active epitope sites? The epitope positions are: [761, 762, 763, 764, 765, 766, 767, 768, 769, 770, 771]. The amino acids at these positions are: HTRALPTSVVF. (4) Given the antigen sequence: REEVPEAHRASPREGTSGGERLQDLVKSKMSETSRTAFGGRRAVPPNNSNAAEDDLPTVELQGVVPRGVNLQEFLNVTSVHLFKERWDTNKVDHHTDKYENNKLIVRRGQSFYVQIDFSRPYDPRRDLFRVEYVIGRYPQENKGTYIPVPIVSELQSGKWGAKIVMREDRSVRLSIQSSPKCIVGKFRMYVAVWTPYGVLRTSRNPETDTYILFNPWCEDDAVYLDNEKEREEYVLNDIGVIFYGEVNDIKTRSWSYGQFEDGILDTCLYVMDRAQMDLSGRGNPIKVSRVGSAMVNAKDDEGVLVGSWDNIYAYGVPPSAWTGSVDILLEYRSSENPVRYGQCWVFAGVFNTFLRCLGIPARIVTNYFSAHDNDANLQMDIFLEEDGNVNSKLTKDSVWNYHCWNEAWMTRPDLPVGFGGWQAVDSTPQENSDGMYRCGPASVQAIKHGHVCFQFDAPFVFAEVNSDLIYITAKKDGTHVVENVDATHIGKLIVTKQIG..., which amino acid positions are active epitope sites? The epitope positions are: [753, 754, 755, 756, 757, 758, 759, 760]. The amino acids at these positions are: QIQRRPSM. (5) Given the antigen sequence: NGSVDIGGSITADDYRQKWEWKVGTGLNGFGSVLNDLTNGGTELTITVTGNKPSLLGRTREAFATPVVGGVDGIPHIAFTDYEGASVELRNPDGEIEKGLAYFVLPMKNAEGTKVGSVKVNASYAGALGRGGVTSADGELMSLFAEGSHAIFYGGLPTNVQNSALPGGSAAAARTELFGSLSKNDILGQIQRVNANITSLVNVPGSFNENMAYTDGSVVSVAYALGIANRQTIEATFNQAVTTSTQWS, which amino acid positions are active epitope sites? The epitope positions are: [206, 207, 208, 209, 210, 211, 212]. The amino acids at these positions are: FNENMAY. (6) Given the antigen sequence: MRLFILAVLTVGVLGSNDDLWHQWKRMYNKEYNGADDQHRRNIWEKNVKHIQEHNLRHDLGLVTYTLGLNQFTDMTFEEFKAKYLTEMSRASDILSHGVPYEANNRAVPDKIDWRESGYVTEVKDQGNCGSCWAFSTTGTMEGQYMKNERTSISFSEQQLVDCSGPWGNNGCSGGLMENAYQYLKQFGLETESSYPYTAVEGQCRYNKQLGVAKVTGYYTVHSGSEVELKNLVGARRPAAVAVDVESDFMMYRSGIYQSQTCSPLRVNHAVLAVGYGTQGGTDYWIVKNSWGTYWGERGYIRMARNRGNMCGIASLASLPMVARFP, which amino acid positions are active epitope sites? The epitope positions are: [103, 104, 105, 106, 107, 108, 109, 110, 111, 112, 113, 114, 115, 116, 117, 118, 119, 120, 121]. The amino acids at these positions are: NNRAVPDKIDWRESGYVTE. (7) Given the antigen sequence: MGLRALMLWLLAAAGLVRESLQGEFQRKLYKELLKNYNPLERPVANDSQPLTVYFTLSLMQIMDVDEKNQVLTTNIWLQMYWTDHYLQWNVSEYPGVKNVRFPDGLIWKPDILLYNSADERFDATFHTNVLVNSSGHCQYLPPGIFKSSCYIDVRWFPFDVQKCNLKFGSWTYGGWSLDLQMQEADISGYISNGEWDLVGIPGKRTESFYECCKEPYPDITFTVTMRRRTLYYGLNLLIPCVLISALALLVFLLPADSGEKISLGITVLLSLTVFMLLVAEIMPATSDSVPLIAQYFASTMIIVGLSVVVTVIVLQYHHHDPDGGKMPKWTRVILLNWCAWFLRMKRPGEDKVRPACQHKQRRCSLSSMEMNTVSGQQCSNGNMLYIGFRGLDGVHCTPTTDSGVICGRMTCSPTEEENLLHSGHPSEGDPDLAKILEEVRYIANRFRDQDEEEAICNEWKFAASVVDRLCLMAFSVFTIICTIGILMSAPNFVEAVSKD..., which amino acid positions are active epitope sites? The epitope positions are: [386, 387, 388, 389, 390, 391, 392, 393, 394, 395, 396, 397, 398, 399, 400, 401, 402, 403, 404, 405]. The amino acids at these positions are: IGFRGLDGVHCTPTTDSGVI.